This data is from Catalyst prediction with 721,799 reactions and 888 catalyst types from USPTO. The task is: Predict which catalyst facilitates the given reaction. (1) Reactant: [N:1]1[C:10]2[C:5](=[CH:6][N:7]=[CH:8][CH:9]=2)[CH:4]=[CH:3][CH:2]=1.[Br:11]Br.N1C=CC=CC=1. Product: [Br:11][C:9]1[CH:8]=[N:7][CH:6]=[C:5]2[C:10]=1[N:1]=[CH:2][CH:3]=[CH:4]2. The catalyst class is: 53. (2) Reactant: [Br:1][C:2]1[CH:7]=[CH:6][CH:5]=[CH:4][C:3]=1[S:8](Cl)(=[O:10])=[O:9].Cl.[F:13][C:14]1([F:19])[CH2:18][CH2:17][NH:16][CH2:15]1. Product: [Br:1][C:2]1[CH:7]=[CH:6][CH:5]=[CH:4][C:3]=1[S:8]([N:16]1[CH2:17][CH2:18][C:14]([F:19])([F:13])[CH2:15]1)(=[O:10])=[O:9]. The catalyst class is: 436. (3) Reactant: Cl.Cl.[NH2:3][C@@H:4]1[CH2:8][CH2:7][C@H:6]([CH2:9][N:10]2[CH2:14][CH2:13][CH2:12][C@H:11]2[CH2:15][N:16]([CH2:29]/[C:30](/[CH3:40])=[CH:31]/[C:32]2[CH:37]=[CH:36][C:35]([F:38])=[CH:34][C:33]=2[F:39])[C:17](=[O:28])[C:18]2[CH:23]=[CH:22][C:21]([O:24][CH3:25])=[C:20]([O:26][CH3:27])[CH:19]=2)[CH2:5]1.[CH2:41](Cl)Cl.C(O[BH-](O[C:54](=O)[CH3:55])OC(=O)C)(=O)C.[Na+]. Product: [F:39][C:33]1[CH:34]=[C:35]([F:38])[CH:36]=[CH:37][C:32]=1/[CH:31]=[C:30](\[CH3:40])/[CH2:29][N:16]([CH2:15][C@@H:11]1[CH2:12][CH2:13][CH2:14][N:10]1[CH2:9][C@H:6]1[CH2:7][CH2:8][C@@H:4]([NH:3][CH:54]([CH3:55])[CH3:41])[CH2:5]1)[C:17](=[O:28])[C:18]1[CH:23]=[CH:22][C:21]([O:24][CH3:25])=[C:20]([O:26][CH3:27])[CH:19]=1. The catalyst class is: 21. (4) Reactant: C(O[C:6]([N:8]1[CH2:13][CH2:12][CH:11]([CH:14]([NH:19][S:20]([C:23]2[CH:28]=[CH:27][C:26]([C:29]3[CH:34]=[CH:33][C:32]([O:35][CH3:36])=[CH:31][CH:30]=3)=[CH:25][CH:24]=2)(=[O:22])=[O:21])[C:15]([O:17]C)=[O:16])[CH2:10][CH2:9]1)=[O:7])(C)(C)C.C(O[C:42]([N:44]1CCC(C(N)C(OC)=O)CC1)=O)(C)(C)C.[CH2:56](N(CC)CC)C.[CH3:63][O:64][C:65]1[CH:70]=CC(C2C=CC(S(Cl)(=O)=O)=CC=2)=CC=1. Product: [CH3:36][O:35][C:32]1[CH:33]=[CH:34][C:29]([C:26]2[CH:27]=[CH:28][C:23]([S:20]([N:19]([CH:14]([CH:11]3[CH2:12][CH2:13][N:8]([C:6]([N:44]4[CH2:42][CH2:63][O:64][CH2:65][CH2:70]4)=[O:7])[CH2:9][CH2:10]3)[C:15]([OH:17])=[O:16])[CH3:56])(=[O:21])=[O:22])=[CH:24][CH:25]=2)=[CH:30][CH:31]=1. The catalyst class is: 4. (5) Reactant: [C:1]([C:3]1[CH:25]=[CH:24][C:6]2[N:7]([CH:11]3[CH2:16][CH2:15][N:14]([C:17]([O:19][C:20]([CH3:23])([CH3:22])[CH3:21])=[O:18])[CH2:13][CH2:12]3)[C:8](=[O:10])[NH:9][C:5]=2[CH:4]=1)#[N:2].C([Sn](=O)CCCC)CCC.C[Si]([N:40]=[N+:41]=[N-:42])(C)C. Product: [O:10]=[C:8]1[N:7]([CH:11]2[CH2:16][CH2:15][N:14]([C:17]([O:19][C:20]([CH3:21])([CH3:22])[CH3:23])=[O:18])[CH2:13][CH2:12]2)[C:6]2[CH:24]=[CH:25][C:3]([C:1]3[NH:42][N:41]=[N:40][N:2]=3)=[CH:4][C:5]=2[NH:9]1. The catalyst class is: 13. (6) Reactant: C(N(CC)CC)C.CS(C)=O.[CH2:12]([O:19][C:20]([N:22]1[CH2:27][CH2:26][CH2:25][CH:24]([OH:28])[CH2:23]1)=[O:21])[C:13]1[CH:18]=[CH:17][CH:16]=[CH:15][CH:14]=1. Product: [CH2:12]([O:19][C:20]([N:22]1[CH2:27][CH2:26][CH2:25][C:24](=[O:28])[CH2:23]1)=[O:21])[C:13]1[CH:18]=[CH:17][CH:16]=[CH:15][CH:14]=1. The catalyst class is: 4. (7) Reactant: [CH2:1]([C:8]1[S:12][C:11]([NH2:13])=[N:10][C:9]=1[C:14]1[CH:19]=[CH:18][CH:17]=[CH:16][CH:15]=1)[C:2]1[CH:7]=[CH:6][CH:5]=[CH:4][CH:3]=1.[O:20]1[C:24]2[CH:25]=[CH:26][C:27]([C:29](=[O:35])[CH2:30][CH2:31][C:32](O)=[O:33])=[CH:28][C:23]=2[CH2:22][CH2:21]1.C1C=CC2N(O)N=NC=2C=1.CCN=C=NCCCN(C)C. Product: [CH2:1]([C:8]1[S:12][C:11]([NH:13][C:32](=[O:33])[CH2:31][CH2:30][C:29]([C:27]2[CH:26]=[CH:25][C:24]3[O:20][CH2:21][CH2:22][C:23]=3[CH:28]=2)=[O:35])=[N:10][C:9]=1[C:14]1[CH:19]=[CH:18][CH:17]=[CH:16][CH:15]=1)[C:2]1[CH:3]=[CH:4][CH:5]=[CH:6][CH:7]=1. The catalyst class is: 10.